From a dataset of Reaction yield outcomes from USPTO patents with 853,638 reactions. Predict the reaction yield, written as a fraction of the theoretical maximum amount of product (1.0 means a 100% yield; for example, 0.34 means a 34% yield). (1) The reactants are Cl.[F:2][C:3]1[CH:8]=[CH:7][CH:6]=[C:5]([F:9])[C:4]=1[C:10]1[N:15]=[C:14]([C:16]([NH:18][C:19]2[CH:20]=[N:21][CH:22]=[CH:23][C:24]=2[C@H:25]2[CH2:30][C@@H:29]([NH:31]C(=O)OC(C)(C)C)[C@H:28]([S:39][CH3:40])[C@@H:27]([CH3:41])[CH2:26]2)=[O:17])[CH:13]=[CH:12][C:11]=1[F:42]. The catalyst is O1CCOCC1. The product is [NH2:31][C@H:29]1[C@H:28]([S:39][CH3:40])[C@@H:27]([CH3:41])[CH2:26][C@@H:25]([C:24]2[CH:23]=[CH:22][N:21]=[CH:20][C:19]=2[NH:18][C:16](=[O:17])[C:14]2[CH:13]=[CH:12][C:11]([F:42])=[C:10]([C:4]3[C:3]([F:2])=[CH:8][CH:7]=[CH:6][C:5]=3[F:9])[N:15]=2)[CH2:30]1. The yield is 0.430. (2) The reactants are [CH:1]1([C:4]2[N:5]=[C:6]([C:9](Cl)=[O:10])[S:7][CH:8]=2)[CH2:3][CH2:2]1.[NH2:12][C:13]1[C:18]([Cl:19])=[C:17]([O:20][CH3:21])[CH:16]=[CH:15][C:14]=1[C:22](=[O:24])[CH3:23].O. The catalyst is O1CCOCC1. The product is [C:22]([C:14]1[C:13]([NH:12][C:9]([C:6]2[S:7][CH:8]=[C:4]([CH:1]3[CH2:3][CH2:2]3)[N:5]=2)=[O:10])=[C:18]([Cl:19])[C:17]([O:20][CH3:21])=[CH:16][CH:15]=1)(=[O:24])[CH3:23]. The yield is 0.660.